From a dataset of Full USPTO retrosynthesis dataset with 1.9M reactions from patents (1976-2016). Predict the reactants needed to synthesize the given product. (1) Given the product [NH2:1][C:2]1[C:10]([CH3:11])=[CH:9][C:8]([C:14]#[N:15])=[CH:7][C:3]=1[C:4]([OH:6])=[O:5], predict the reactants needed to synthesize it. The reactants are: [NH2:1][C:2]1[C:10]([CH3:11])=[CH:9][C:8](I)=[CH:7][C:3]=1[C:4]([OH:6])=[O:5].[Cu](C#N)[C:14]#[N:15]. (2) Given the product [C:15]([C:12]1[S:11][C:10]([NH:9][C:5]2[CH:4]=[C:3]([CH2:2][N:24]3[CH2:23][CH2:22][N:21]([C:19]([N:18]([CH3:27])[CH3:17])=[O:20])[CH2:26][CH2:25]3)[CH:8]=[CH:7][N:6]=2)=[N:14][CH:13]=1)#[N:16], predict the reactants needed to synthesize it. The reactants are: Cl[CH2:2][C:3]1[CH:8]=[CH:7][N:6]=[C:5]([NH:9][C:10]2[S:11][C:12]([C:15]#[N:16])=[CH:13][N:14]=2)[CH:4]=1.[CH3:17][N:18]([CH3:27])[C:19]([N:21]1[CH2:26][CH2:25][NH:24][CH2:23][CH2:22]1)=[O:20]. (3) Given the product [CH3:1][C:2]1[CH:7]=[CH:6][C:5]([C:8]2[N:17]=[C:16]([C:18]([N:28]3[CH2:27][CH2:26][C:25]4[C:30](=[CH:31][CH:32]=[C:33]([O:34][CH3:35])[C:24]=4[O:23][CH3:22])[CH2:29]3)=[O:20])[C:15]3[C:10](=[CH:11][CH:12]=[CH:13][CH:14]=3)[N:9]=2)=[CH:4][CH:3]=1, predict the reactants needed to synthesize it. The reactants are: [CH3:1][C:2]1[CH:7]=[CH:6][C:5]([C:8]2[N:17]=[C:16]([C:18]([OH:20])=O)[C:15]3[C:10](=[CH:11][CH:12]=[CH:13][CH:14]=3)[N:9]=2)=[CH:4][CH:3]=1.Cl.[CH3:22][O:23][C:24]1[C:33]([O:34][CH3:35])=[CH:32][CH:31]=[C:30]2[C:25]=1[CH2:26][CH2:27][NH:28][CH2:29]2. (4) Given the product [CH3:21][C:22]1[C:26]([C:27]([N:29]2[CH2:30][CH2:31][N:32]([CH3:35])[CH2:33][CH2:34]2)=[O:28])=[CH:25][NH:24][C:23]=1[CH:36]=[C:11]1[C:10]2[C:14](=[CH:15][CH:16]=[CH:17][C:9]=2[C:5]2[CH:6]=[CH:7][CH:8]=[C:3]([C:2]([F:1])([F:19])[F:20])[CH:4]=2)[NH:13][C:12]1=[O:18], predict the reactants needed to synthesize it. The reactants are: [F:1][C:2]([F:20])([F:19])[C:3]1[CH:4]=[C:5]([C:9]2[CH:17]=[CH:16][CH:15]=[C:14]3[C:10]=2[CH2:11][C:12](=[O:18])[NH:13]3)[CH:6]=[CH:7][CH:8]=1.[CH3:21][C:22]1[C:26]([C:27]([N:29]2[CH2:34][CH2:33][N:32]([CH3:35])[CH2:31][CH2:30]2)=[O:28])=[CH:25][NH:24][C:23]=1[CH:36]=O. (5) Given the product [CH3:1][S:2]([C:5]1[CH:6]=[C:7]2[C:11](=[CH:12][CH:13]=1)[N:10]([CH2:14][C:15]1[CH:20]=[CH:19][C:18]([CH:21]3[CH2:26][CH2:25][N:24]([C:27]([O:29][C:30]([CH3:33])([CH3:32])[CH3:31])=[O:28])[CH2:23][CH:22]3[CH3:34])=[CH:17][N:16]=1)[CH:9]=[CH:8]2)(=[O:3])=[O:4], predict the reactants needed to synthesize it. The reactants are: [CH3:1][S:2]([C:5]1[CH:6]=[C:7]2[C:11](=[CH:12][CH:13]=1)[N:10]([CH2:14][C:15]1[CH:20]=[CH:19][C:18]([C:21]3[CH:22]([CH3:34])[CH2:23][N:24]([C:27]([O:29][C:30]([CH3:33])([CH3:32])[CH3:31])=[O:28])[CH2:25][CH:26]=3)=[CH:17][N:16]=1)[CH:9]=[CH:8]2)(=[O:4])=[O:3]. (6) Given the product [C:1]([O:5][C:6]([NH:8][C@H:9]([C:30]([O:32][C:33]([CH3:36])([CH3:35])[CH3:34])=[O:31])[CH2:10][C@H:11]([CH2:19][C:20]1[CH:25]=[CH:24][C:23]([CH2:26][CH2:27][CH2:28][O:29][S:43]([C:40]2[CH:41]=[CH:42][C:37]([CH3:57])=[CH:38][CH:39]=2)(=[O:45])=[O:44])=[CH:22][N:21]=1)[C:12]([O:14][C:15]([CH3:16])([CH3:18])[CH3:17])=[O:13])=[O:7])([CH3:2])([CH3:3])[CH3:4], predict the reactants needed to synthesize it. The reactants are: [C:1]([O:5][C:6]([NH:8][C@H:9]([C:30]([O:32][C:33]([CH3:36])([CH3:35])[CH3:34])=[O:31])[CH2:10][C@H:11]([CH2:19][C:20]1[CH:25]=[CH:24][C:23]([CH2:26][CH2:27][CH2:28][OH:29])=[CH:22][N:21]=1)[C:12]([O:14][C:15]([CH3:18])([CH3:17])[CH3:16])=[O:13])=[O:7])([CH3:4])([CH3:3])[CH3:2].[C:37]1([CH3:57])[CH:42]=[CH:41][C:40]([S:43](O[S:43]([C:40]2[CH:41]=[CH:42][C:37]([CH3:57])=[CH:38][CH:39]=2)(=[O:45])=[O:44])(=[O:45])=[O:44])=[CH:39][CH:38]=1.C(N(CC)CC)C.O. (7) Given the product [O:14]=[CH:15][C@H:16]([C@H:18]([C@@H:19]([C@@H:20]([CH2:21][OH:23])[OH:24])[OH:26])[OH:22])[OH:17], predict the reactants needed to synthesize it. The reactants are: O1CCCC1.C(Cl)(=O)C(Cl)=O.CC1(C)[O:17][C@@H:16]([C@H:18]2[O:22][CH:21]([OH:23])[C@H:20]3[O:24]C(C)(C)[O:26][C@@H:19]23)[CH2:15][O:14]1.C(N(CC)CC)C. (8) Given the product [Cl:1][C:2]1[CH:7]=[CH:6][C:5]([C:8]2[CH:13]=[CH:12][CH:11]=[C:10]([F:14])[CH:9]=2)=[CH:4][C:3]=1[O:15][CH2:23][C:24]#[N:25], predict the reactants needed to synthesize it. The reactants are: [Cl:1][C:2]1[CH:7]=[CH:6][C:5]([C:8]2[CH:13]=[CH:12][CH:11]=[C:10]([F:14])[CH:9]=2)=[CH:4][C:3]=1[OH:15].C(=O)([O-])[O-].[K+].[K+].Br[CH2:23][C:24]#[N:25]. (9) The reactants are: [NH2:1][C:2]1[C:11]([Cl:12])=[CH:10][CH:9]=[CH:8][C:3]=1[C:4](OC)=[O:5].[H-].[H-].[H-].[H-].[Li+].[Al+3]. Given the product [NH2:1][C:2]1[C:11]([Cl:12])=[CH:10][CH:9]=[CH:8][C:3]=1[CH2:4][OH:5], predict the reactants needed to synthesize it. (10) Given the product [Cl:1][C:2]1[C:3]([CH3:18])=[CH:4][C:5]([C:20]2[CH:25]=[C:24]([CH3:26])[N:23]=[C:22]([CH3:27])[CH:21]=2)=[CH:6][C:7]=1[CH3:8], predict the reactants needed to synthesize it. The reactants are: [Cl:1][C:2]1[C:7]([CH3:8])=[CH:6][C:5](B2OC(C)(C)C(C)(C)O2)=[CH:4][C:3]=1[CH3:18].Br[C:20]1[CH:25]=[C:24]([CH3:26])[N:23]=[C:22]([CH3:27])[CH:21]=1.